Dataset: Forward reaction prediction with 1.9M reactions from USPTO patents (1976-2016). Task: Predict the product of the given reaction. (1) The product is: [CH3:22][N:23]1[CH:27]=[CH:26][C:25]([N:28]2[CH2:20][CH2:19][N:4]([C:5]3[C:6]([CH3:18])=[C:7]([CH3:17])[C:8]4[O:12][C:11]([CH3:14])([CH3:13])[CH2:10][C:9]=4[C:15]=3[CH3:16])[CH2:3][CH2:2]2)=[N:24]1. Given the reactants Cl[CH2:2][CH2:3][N:4]([CH2:19][CH2:20]Cl)[C:5]1[C:6]([CH3:18])=[C:7]([CH3:17])[C:8]2[O:12][C:11]([CH3:14])([CH3:13])[CH2:10][C:9]=2[C:15]=1[CH3:16].[CH3:22][N:23]1[CH:27]=[CH:26][C:25]([NH2:28])=[N:24]1, predict the reaction product. (2) Given the reactants [NH2:1][C@H:2]([C:13]([OH:15])=[O:14])[CH2:3][C:4]1[C:12]2[C:7](=[CH:8][CH:9]=[CH:10][CH:11]=2)[NH:6][CH:5]=1.[CH:16]1[C:21]([CH:22]=O)=[CH:20][C:19]2[O:24][CH2:25][O:26][C:18]=2[CH:17]=1.[ClH:27].[CH3:28]O, predict the reaction product. The product is: [ClH:27].[CH2:25]1[O:26][C:18]2[CH:17]=[CH:16][C:21]([C@H:22]3[C:5]4[NH:6][C:7]5[C:12]([C:4]=4[CH2:3][C@@H:2]([C:13]([O:15][CH3:28])=[O:14])[NH:1]3)=[CH:11][CH:10]=[CH:9][CH:8]=5)=[CH:20][C:19]=2[O:24]1. (3) The product is: [C:52]([O:56][C:57](=[O:58])[N:59]([C@@H:60]([CH3:61])[C:62]([NH:10][C@@H:11]([CH:36]1[CH2:37][CH2:38][O:39][CH2:40][CH2:41]1)[C:12]([N:14]1[C@H:19]([C:20](=[O:32])[NH:21][C@H:22]2[C:30]3[C:25](=[CH:26][CH:27]=[CH:28][CH:29]=3)[CH2:24][C@@H:23]2[F:31])[CH2:18][N:17]2[CH2:33][CH2:34][CH2:35][C@@H:16]2[CH2:15]1)=[O:13])=[O:63])[CH3:65])([CH3:55])([CH3:53])[CH3:54]. Given the reactants C(OC(=O)[NH:10][C@@H:11]([CH:36]1[CH2:41][CH2:40][O:39][CH2:38][CH2:37]1)[C:12]([N:14]1[C@H:19]([C:20](=[O:32])[NH:21][C@H:22]2[C:30]3[C:25](=[CH:26][CH:27]=[CH:28][CH:29]=3)[CH2:24][C@@H:23]2[F:31])[CH2:18][N:17]2[CH2:33][CH2:34][CH2:35][C@@H:16]2[CH2:15]1)=[O:13])C1C=CC=CC=1.C(N(CC)C(C)C)(C)C.[C:52]([O:56][C:57]([N:59]([CH3:65])[C@H:60]([C:62](O)=[O:63])[CH3:61])=[O:58])([CH3:55])([CH3:54])[CH3:53].ON1C2C=CC=CC=2N=N1.Cl.C(N=C=NCCCN(C)C)C, predict the reaction product. (4) Given the reactants [C:1]([O:5][C:6](=[O:16])[CH2:7][P:8]([O:13][CH2:14][CH3:15])([O:10][CH2:11][CH3:12])=[O:9])([CH3:4])([CH3:3])[CH3:2].[H-].[Na+].[CH2:19](I)[CH3:20], predict the reaction product. The product is: [C:1]([O:5][C:6](=[O:16])[CH:7]([P:8]([O:10][CH2:11][CH3:12])([O:13][CH2:14][CH3:15])=[O:9])[CH2:19][CH3:20])([CH3:3])([CH3:2])[CH3:4]. (5) Given the reactants [NH2:1][NH:2][C:3](=[NH:14])[C:4]1[C:9]([C:10]([F:13])([F:12])[F:11])=[CH:8][CH:7]=[N:6][CH:5]=1.[Br:15][C:16]1[CH:17]=[C:18]([CH:21]=[CH:22][CH:23]=1)[CH:19]=O, predict the reaction product. The product is: [Br:15][C:16]1[CH:17]=[C:18]([C:19]2[NH:1][N:2]=[C:3]([C:4]3[CH:5]=[N:6][CH:7]=[CH:8][C:9]=3[C:10]([F:11])([F:12])[F:13])[N:14]=2)[CH:21]=[CH:22][CH:23]=1. (6) Given the reactants BrCCBr.C[Si](Cl)(C)C.[CH3:10][O:11][C:12](=[O:22])/[C:13](/I)=[CH:14]\[CH2:15][CH:16]1[CH2:20][CH2:19][CH2:18][CH2:17]1.C1(P(C2C=CC=CC=2)C2C=CC=CC=2)C=CC=CC=1.Br[C:43]1[CH:48]=[CH:47][C:46]([N:49]2[C:53]([CH3:54])=[N:52][N:51]=[N:50]2)=[C:45]([C:55]([F:58])([F:57])[F:56])[CH:44]=1.[Cl-].[NH4+], predict the reaction product. The product is: [CH3:10][O:11][C:12](=[O:22])/[C:13](/[C:43]1[CH:48]=[CH:47][C:46]([N:49]2[C:53]([CH3:54])=[N:52][N:51]=[N:50]2)=[C:45]([C:55]([F:58])([F:57])[F:56])[CH:44]=1)=[CH:14]/[CH2:15][CH:16]1[CH2:20][CH2:19][CH2:18][CH2:17]1. (7) Given the reactants [NH:1]1[C:9]2[C:4](=[N:5][CH:6]=[CH:7][CH:8]=2)[C:3]2([C:13]3=[CH:14][C:15]4[O:16][CH2:17][CH2:18][O:19][C:20]=4[CH:21]=[C:12]3[O:11][CH2:10]2)[C:2]1=[O:22].C(=O)([O-])[O-].[Cs+].[Cs+].Cl.Cl[CH2:31][C:32]1[C:37]([C:38]([F:41])([F:40])[F:39])=[CH:36][CH:35]=[CH:34][N:33]=1.[I-].[K+], predict the reaction product. The product is: [F:41][C:38]([F:39])([F:40])[C:37]1[C:32]([CH2:31][N:1]2[C:9]3[C:4](=[N:5][CH:6]=[CH:7][CH:8]=3)[C:3]3([C:13]4=[CH:14][C:15]5[O:16][CH2:17][CH2:18][O:19][C:20]=5[CH:21]=[C:12]4[O:11][CH2:10]3)[C:2]2=[O:22])=[N:33][CH:34]=[CH:35][CH:36]=1. (8) Given the reactants C(=O)([O-])[O-].[K+].[K+].[S:7]1[CH:11]=[CH:10][CH:9]=[C:8]1B(O)O.Br[C:16]1[O:34][C:19]2[N:20]=[CH:21][N:22]=[C:23]([NH:24][CH2:25][CH2:26][CH2:27][CH2:28][CH2:29][C:30]([O:32][CH3:33])=[O:31])[C:18]=2[C:17]=1[C:35]1[CH:40]=[CH:39][C:38]([O:41][CH3:42])=[CH:37][CH:36]=1, predict the reaction product. The product is: [CH3:42][O:41][C:38]1[CH:39]=[CH:40][C:35]([C:17]2[C:18]3[C:23]([NH:24][CH2:25][CH2:26][CH2:27][CH2:28][CH2:29][C:30]([O:32][CH3:33])=[O:31])=[N:22][CH:21]=[N:20][C:19]=3[O:34][C:16]=2[C:8]2[S:7][CH:11]=[CH:10][CH:9]=2)=[CH:36][CH:37]=1. (9) Given the reactants [Cl:1][C:2]1[N:7]=[C:6]([CH2:8][C:9]2[C:14]([Cl:15])=[CH:13][CH:12]=[CH:11][C:10]=2[Cl:16])[N:5]=[C:4]([NH:17][C:18]2[CH:25]=[CH:24][C:21]([C:22]#[N:23])=[CH:20][CH:19]=2)[N:3]=1.C[Si](C)(C)[O:28][NH2:29], predict the reaction product. The product is: [ClH:1].[Cl:16][C:10]1[CH:11]=[CH:12][CH:13]=[C:14]([Cl:15])[C:9]=1[CH2:8][C:6]1[N:7]=[C:2]([NH:29][OH:28])[N:3]=[C:4]([NH:17][C:18]2[CH:25]=[CH:24][C:21]([C:22]#[N:23])=[CH:20][CH:19]=2)[N:5]=1. (10) Given the reactants FC(F)(F)S(O[C:7]1[CH:16]=[C:15]([F:17])[CH:14]=[C:13]2[C:8]=1[CH:9]=[CH:10][C:11]([CH3:18])=[N:12]2)(=O)=O.[C:21](=[O:24])([O-])[O-:22].[K+].[K+].[CH3:27][N:28]([CH:30]=O)C, predict the reaction product. The product is: [C:8]([O:22][C:21]([N:28]1[CH2:30][CH:10]=[C:11]([C:7]2[CH:16]=[C:15]([F:17])[CH:14]=[C:13]3[C:8]=2[CH:9]=[CH:10][C:11]([CH3:18])=[N:12]3)[CH2:18][CH2:27]1)=[O:24])([CH3:13])([CH3:9])[CH3:7].